From a dataset of Full USPTO retrosynthesis dataset with 1.9M reactions from patents (1976-2016). Predict the reactants needed to synthesize the given product. (1) Given the product [Br:15][C:13]1[CH:12]=[C:11]([C:16]([NH2:18])=[O:17])[C:7]2[NH:8][C:9]3[CH:10]=[C:2]([NH:1][C:24](=[O:25])[CH2:23][O:22][CH2:21][CH2:20][Cl:19])[CH:3]=[CH:4][C:5]=3[C:6]=2[N:14]=1, predict the reactants needed to synthesize it. The reactants are: [NH2:1][C:2]1[CH:3]=[CH:4][C:5]2[C:6]3[N:14]=[C:13]([Br:15])[CH:12]=[C:11]([C:16]([NH2:18])=[O:17])[C:7]=3[NH:8][C:9]=2[CH:10]=1.[Cl:19][CH2:20][CH2:21][O:22][CH2:23][C:24](Cl)=[O:25]. (2) Given the product [F:23][C:20]1[CH:21]=[CH:22][C:17]2[C:16](=[O:31])[CH2:30][C:29]3[CH:28]=[CH:27][CH:26]=[N:25][C:24]=3[C:18]=2[CH:19]=1, predict the reactants needed to synthesize it. The reactants are: C(NC(C)C)(C)C.C([Li])CCC.C(N(CC)[C:16](=[O:31])[C:17]1[CH:22]=[CH:21][C:20]([F:23])=[CH:19][C:18]=1[C:24]1[C:29]([CH3:30])=[CH:28][CH:27]=[CH:26][N:25]=1)C. (3) The reactants are: [Br:1][C:2]1[CH:3]=[C:4]2[C:8](=[CH:9][CH:10]=1)[NH:7][CH:6]=[C:5]2[CH2:11][C@H:12]1[CH2:16][CH2:15][CH2:14][N:13]1[CH3:17].[C:18]([OH:25])(=[O:24])/[CH:19]=[CH:20]/[C:21]([OH:23])=[O:22].C([O-])(=O)/C=C/C([O-])=O.[OH-].[Na+]. Given the product [C:18]([OH:25])(=[O:24])/[CH:19]=[CH:20]/[C:21]([OH:23])=[O:22].[Br:1][C:2]1[CH:3]=[C:4]2[C:8](=[CH:9][CH:10]=1)[NH:7][CH:6]=[C:5]2[CH2:11][C@H:12]1[CH2:16][CH2:15][CH2:14][N:13]1[CH3:17], predict the reactants needed to synthesize it. (4) Given the product [CH3:1][O:2][C:3]1[CH:26]=[CH:25][C:6]([CH2:7][NH:8][C:9]2[C:18](/[CH:19]=[CH:20]/[C:21]([NH:34][CH2:33][CH:27]3[CH2:32][CH2:31][CH2:30][CH2:29][CH2:28]3)=[O:23])=[CH:17][C:16]3[C:11](=[CH:12][CH:13]=[C:14]([Br:24])[CH:15]=3)[N:10]=2)=[CH:5][CH:4]=1, predict the reactants needed to synthesize it. The reactants are: [CH3:1][O:2][C:3]1[CH:26]=[CH:25][C:6]([CH2:7][NH:8][C:9]2[C:18](/[CH:19]=[CH:20]/[C:21]([OH:23])=O)=[CH:17][C:16]3[C:11](=[CH:12][CH:13]=[C:14]([Br:24])[CH:15]=3)[N:10]=2)=[CH:5][CH:4]=1.[CH:27]1([CH2:33][NH2:34])[CH2:32][CH2:31][CH2:30][CH2:29][CH2:28]1.C(N(CC)C(C)C)(C)C.C(=O)(O)[O-].[Na+]. (5) Given the product [Cl:11][C:4]1[N:3]=[C:2]([Cl:1])[N:7]=[C:6]2[N:18]([C:12]3[CH:17]=[CH:16][CH:15]=[CH:14][CH:13]=3)[N:19]=[CH:9][C:5]=12, predict the reactants needed to synthesize it. The reactants are: [Cl:1][C:2]1[N:7]=[C:6](Cl)[C:5]([CH:9]=O)=[C:4]([Cl:11])[N:3]=1.[C:12]1([NH:18][NH2:19])[CH:17]=[CH:16][CH:15]=[CH:14][CH:13]=1.O. (6) Given the product [C:23]([NH:27][C:28]([C:30]1[C:38]2[C:33](=[N:34][CH:35]=[C:36]([C:6]3[N:7]=[CH:8][N:9]4[CH:14]=[CH:13][CH:12]=[CH:11][C:10]=34)[N:37]=2)[N:32]([CH2:40][O:41][CH2:42][CH2:43][Si:44]([CH3:47])([CH3:46])[CH3:45])[CH:31]=1)=[O:29])([CH3:26])([CH3:25])[CH3:24], predict the reactants needed to synthesize it. The reactants are: C([Sn](CCCC)(CCCC)[C:6]1[N:7]=[CH:8][N:9]2[CH:14]=[CH:13][CH:12]=[CH:11][C:10]=12)CCC.[C:23]([NH:27][C:28]([C:30]1[C:38]2[C:33](=[N:34][CH:35]=[C:36](Br)[N:37]=2)[N:32]([CH2:40][O:41][CH2:42][CH2:43][Si:44]([CH3:47])([CH3:46])[CH3:45])[CH:31]=1)=[O:29])([CH3:26])([CH3:25])[CH3:24]. (7) Given the product [Cl:18][C:19]1[N:24]=[CH:23][C:22]([C:2]2[CH:11]=[C:10]3[C:5]([CH:6]=[C:7]([NH:12][C:13]([CH:15]4[CH2:17][CH2:16]4)=[O:14])[N:8]=[CH:9]3)=[CH:4][CH:3]=2)=[C:21]([CH3:28])[CH:20]=1, predict the reactants needed to synthesize it. The reactants are: Br[C:2]1[CH:11]=[C:10]2[C:5]([CH:6]=[C:7]([NH:12][C:13]([CH:15]3[CH2:17][CH2:16]3)=[O:14])[N:8]=[CH:9]2)=[CH:4][CH:3]=1.[Cl:18][C:19]1[N:24]=[CH:23][C:22](B(O)O)=[C:21]([CH3:28])[CH:20]=1.C(=O)([O-])[O-].[Na+].[Na+].